This data is from Reaction yield outcomes from USPTO patents with 853,638 reactions. The task is: Predict the reaction yield, written as a fraction of the theoretical maximum amount of product (1.0 means a 100% yield; for example, 0.34 means a 34% yield). (1) The reactants are F[P-](F)(F)(F)(F)F.C[N+](C)=C(N(C)C)ON1C2N=CC=CC=2N=N1.[NH2:25][C:26]1[N:35]=[C:34]([N:36]2[CH2:41][CH2:40][N:39]([CH3:42])[CH2:38][CH2:37]2)[C:33]2[C:28](=[CH:29][C:30]([C:43](O)=[O:44])=[CH:31][CH:32]=2)[N:27]=1.C(N(CC)C(C)C)(C)C.[CH:55]1[C:64]2[C:59](=[CH:60][CH:61]=[CH:62][CH:63]=2)[CH:58]=[CH:57][C:56]=1[C@H:65]([NH2:67])[CH3:66]. The catalyst is CN(C)C=O. The product is [NH2:25][C:26]1[N:35]=[C:34]([N:36]2[CH2:41][CH2:40][N:39]([CH3:42])[CH2:38][CH2:37]2)[C:33]2[C:28](=[CH:29][C:30]([C:43]([NH:67][C@@H:65]([C:56]3[CH:57]=[CH:58][C:59]4[C:64](=[CH:63][CH:62]=[CH:61][CH:60]=4)[CH:55]=3)[CH3:66])=[O:44])=[CH:31][CH:32]=2)[N:27]=1. The yield is 0.270. (2) The reactants are [C:1]([C:3]1[CH:8]=[CH:7][C:6]([C@@H:9]2[C:14]([C:15]#[N:16])=[C:13]([CH3:17])[N:12]([C:18]3[CH:23]=[CH:22][CH:21]=[C:20]([C:24]([F:27])([F:26])[F:25])[CH:19]=3)[C:11](=[O:28])[NH:10]2)=[C:5]([S:29]([CH3:32])(=[O:31])=[O:30])[CH:4]=1)#[N:2].[H-].[Na+].[F:35][C:36]([F:49])([F:48])[O:37][C:38]1[CH:43]=[CH:42][CH:41]=[CH:40][C:39]=1[S:44](Cl)(=[O:46])=[O:45]. No catalyst specified. The product is [C:1]([C:3]1[CH:8]=[CH:7][C:6]([C@@H:9]2[C:14]([C:15]#[N:16])=[C:13]([CH3:17])[N:12]([C:18]3[CH:23]=[CH:22][CH:21]=[C:20]([C:24]([F:27])([F:26])[F:25])[CH:19]=3)[C:11](=[O:28])[N:10]2[S:44]([C:39]2[CH:40]=[CH:41][CH:42]=[CH:43][C:38]=2[O:37][C:36]([F:35])([F:48])[F:49])(=[O:46])=[O:45])=[C:5]([S:29]([CH3:32])(=[O:31])=[O:30])[CH:4]=1)#[N:2]. The yield is 0.770. (3) The reactants are [Si:1]([O:8][CH2:9][C@@H:10]1[CH2:14][C:13](/[CH:15]=[CH:16]/[CH3:17])=[CH:12][N:11]1[C:18]([C:20]1[CH:25]=[C:24]([O:26][CH3:27])[C:23]([O:28][Si:29]([CH:36]([CH3:38])[CH3:37])([CH:33]([CH3:35])[CH3:34])[CH:30]([CH3:32])[CH3:31])=[CH:22][C:21]=1[N+:39]([O-])=O)=[O:19])([C:4]([CH3:7])([CH3:6])[CH3:5])([CH3:3])[CH3:2]. The catalyst is [Zn].C(O)=O.C(O)C. The product is [NH2:39][C:21]1[CH:22]=[C:23]([O:28][Si:29]([CH:33]([CH3:34])[CH3:35])([CH:36]([CH3:38])[CH3:37])[CH:30]([CH3:32])[CH3:31])[C:24]([O:26][CH3:27])=[CH:25][C:20]=1[C:18]([N:11]1[CH:12]=[C:13](/[CH:15]=[CH:16]/[CH3:17])[CH2:14][C@H:10]1[CH2:9][O:8][Si:1]([C:4]([CH3:7])([CH3:6])[CH3:5])([CH3:2])[CH3:3])=[O:19]. The yield is 0.690. (4) The reactants are [CH3:1][N:2]1[CH:6]=[C:5]([CH2:7][C:8]([O:10]C)=[O:9])[C:4]([O:12][CH2:13][C:14]2[O:18][N:17]=[C:16]([O:19][CH2:20][C:21]3[N:22]=[C:23]([C:27]4[CH:32]=[CH:31][CH:30]=[CH:29][CH:28]=4)[O:24][C:25]=3[CH3:26])[CH:15]=2)=[N:3]1.[OH-].[Na+].O1CCCC1.Cl. The catalyst is C(O)C. The product is [CH3:1][N:2]1[CH:6]=[C:5]([CH2:7][C:8]([OH:10])=[O:9])[C:4]([O:12][CH2:13][C:14]2[O:18][N:17]=[C:16]([O:19][CH2:20][C:21]3[N:22]=[C:23]([C:27]4[CH:28]=[CH:29][CH:30]=[CH:31][CH:32]=4)[O:24][C:25]=3[CH3:26])[CH:15]=2)=[N:3]1. The yield is 0.810. (5) The reactants are [Cl-].O[NH3+:3].[C:4](=[O:7])([O-])[OH:5].[Na+].CS(C)=O.[CH2:13]([C:17]1[N:18]([CH2:37][C:38]2[CH:43]=[CH:42][C:41]([C:44]3[C:45]([C:50]#[N:51])=[CH:46][CH:47]=[CH:48][CH:49]=3)=[CH:40][CH:39]=2)[C:19](=[O:36])[C:20]([C:26]2[CH:27]=[CH:28][C:29]3[O:33][CH:32]([CH3:34])[CH2:31][C:30]=3[CH:35]=2)=[C:21]([CH:23]2[CH2:25][CH2:24]2)[N:22]=1)[CH2:14][CH2:15][CH3:16]. The catalyst is O. The product is [CH2:13]([C:17]1[N:18]([CH2:37][C:38]2[CH:39]=[CH:40][C:41]([C:44]3[CH:49]=[CH:48][CH:47]=[CH:46][C:45]=3[C:50]3[NH:3][C:4](=[O:7])[O:5][N:51]=3)=[CH:42][CH:43]=2)[C:19](=[O:36])[C:20]([C:26]2[CH:27]=[CH:28][C:29]3[O:33][CH:32]([CH3:34])[CH2:31][C:30]=3[CH:35]=2)=[C:21]([CH:23]2[CH2:25][CH2:24]2)[N:22]=1)[CH2:14][CH2:15][CH3:16]. The yield is 0.820. (6) The reactants are CO.[CH3:3][O:4][C:5](=[O:17])[C:6]1[CH:11]=[CH:10][C:9]([O:12][C:13](=[O:15])[CH3:14])=[CH:8][C:7]=1[OH:16].[CH:18]1C=CC(P(C2C=CC=CC=2)C2C=CC=CC=2)=CC=1.CCOC(/N=N/C(OCC)=O)=O. The catalyst is ClCCl. The product is [CH3:3][O:4][C:5](=[O:17])[C:6]1[CH:11]=[CH:10][C:9]([O:12][C:13](=[O:15])[CH3:14])=[CH:8][C:7]=1[O:16][CH3:18]. The yield is 1.00. (7) The reactants are [CH3:1][O:2][C:3]1[CH:4]=[C:5]2[C:10](=[CH:11][C:12]=1[O:13][CH2:14][CH2:15][N:16]1C(=O)C3C(=CC=CC=3)C1=O)[N:9]=[CH:8][CH:7]=[C:6]2[O:27][C:28]1[C:29]([CH3:38])=[N:30][C:31]2[C:36]([CH:37]=1)=[CH:35][CH:34]=[CH:33][CH:32]=2.NN. The catalyst is CN(C)C=O. The product is [CH3:1][O:2][C:3]1[CH:4]=[C:5]2[C:10](=[CH:11][C:12]=1[O:13][CH2:14][CH2:15][NH2:16])[N:9]=[CH:8][CH:7]=[C:6]2[O:27][C:28]1[C:29]([CH3:38])=[N:30][C:31]2[C:36]([CH:37]=1)=[CH:35][CH:34]=[CH:33][CH:32]=2. The yield is 0.980. (8) The product is [CH3:1][O:2][C:3](=[O:27])[C:4]1[CH:9]=[CH:8][C:7]([C:10]([C:12]2[C:21]([O:22][CH2:33][C:32]3[CH:35]=[CH:36][C:29]([Br:28])=[CH:30][CH:31]=3)=[CH:20][C:19]3[C:18]([CH3:23])([CH3:24])[CH2:17][CH2:16][C:15]([CH3:26])([CH3:25])[C:14]=3[CH:13]=2)=[O:11])=[CH:6][CH:5]=1. No catalyst specified. The reactants are [CH3:1][O:2][C:3](=[O:27])[C:4]1[CH:9]=[CH:8][C:7]([C:10]([C:12]2[C:21]([OH:22])=[CH:20][C:19]3[C:18]([CH3:24])([CH3:23])[CH2:17][CH2:16][C:15]([CH3:26])([CH3:25])[C:14]=3[CH:13]=2)=[O:11])=[CH:6][CH:5]=1.[Br:28][C:29]1[CH:36]=[CH:35][C:32]([CH2:33]Br)=[CH:31][CH:30]=1. The yield is 0.600. (9) The reactants are [Br:1][C:2]1[CH:3]=[C:4](B(O)O)[CH:5]=[CH:6][CH:7]=1.[OH:11][N:12]1[C:20](=[O:21])[C:19]2[C:14](=[CH:15][CH:16]=[CH:17][CH:18]=2)[C:13]1=[O:22].N1C=CC=CC=1. The catalyst is ClCCCl. The product is [Br:1][C:2]1[CH:3]=[C:4]([CH:5]=[CH:6][CH:7]=1)[O:11][N:12]1[C:20](=[O:21])[C:19]2[C:14](=[CH:15][CH:16]=[CH:17][CH:18]=2)[C:13]1=[O:22]. The yield is 0.520. (10) The reactants are [F:1][C:2]1[CH:7]=[C:6]([I:8])[CH:5]=[CH:4][C:3]=1[NH:9][C:10]1[C:14]2[CH:15]=[N:16][CH:17]=[CH:18][C:13]=2[N:12]([CH2:19][CH2:20][O:21][Si](C(C)C)(C(C)C)C(C)C)[C:11]=1[C:32]([NH2:34])=[O:33].Cl. The catalyst is CO. The product is [F:1][C:2]1[CH:7]=[C:6]([I:8])[CH:5]=[CH:4][C:3]=1[NH:9][C:10]1[C:14]2[CH:15]=[N:16][CH:17]=[CH:18][C:13]=2[N:12]([CH2:19][CH2:20][OH:21])[C:11]=1[C:32]([NH2:34])=[O:33]. The yield is 0.530.